From a dataset of Forward reaction prediction with 1.9M reactions from USPTO patents (1976-2016). Predict the product of the given reaction. (1) Given the reactants [C:1]([O:5][C:6](=[O:30])[CH2:7][O:8][C:9]1[CH:14]=[CH:13][C:12](Cl)=[CH:11][C:10]=1[C:16]#[C:17][C:18]1[CH:23]=[CH:22][CH:21]=[C:20]([S:24]([CH2:27][CH2:28][CH3:29])(=[O:26])=[O:25])[CH:19]=1)([CH3:4])([CH3:3])[CH3:2].C(OC(=O)COC1C=CC([Br:45])=CC=1I)(C)(C)C.C(C1C=CC=C(S(CCC)(=O)=O)C=1)#C, predict the reaction product. The product is: [C:1]([O:5][C:6](=[O:30])[CH2:7][O:8][C:9]1[CH:14]=[CH:13][C:12]([Br:45])=[CH:11][C:10]=1[C:16]#[C:17][C:18]1[CH:23]=[CH:22][CH:21]=[C:20]([S:24]([CH2:27][CH2:28][CH3:29])(=[O:26])=[O:25])[CH:19]=1)([CH3:4])([CH3:3])[CH3:2]. (2) Given the reactants [C:1]1([C:7]2[CH:8]=[C:9]([CH:12]=[C:13]3[S:17]C(=S)N[C:14]3=[O:19])[S:10][CH:11]=2)[CH:6]=[CH:5][CH:4]=[CH:3][CH:2]=1.[OH-:20].[Na+], predict the reaction product. The product is: [C:1]1([C:7]2[CH:8]=[C:9]([CH2:12][C:13](=[S:17])[C:14]([OH:19])=[O:20])[S:10][CH:11]=2)[CH:2]=[CH:3][CH:4]=[CH:5][CH:6]=1. (3) Given the reactants C(N(CC)CC)C.C(OCC)(=O)C.[NH2:14][C:15]1[S:16][C:17]([CH3:23])=[CH:18][C:19]=1[C:20]([NH2:22])=[O:21].[F:24][C:25]([F:32])([F:31])[CH2:26][CH2:27][C:28](Cl)=[O:29], predict the reaction product. The product is: [CH3:23][C:17]1[S:16][C:15]([NH:14][C:28](=[O:29])[CH2:27][CH2:26][C:25]([F:32])([F:31])[F:24])=[C:19]([C:20]([NH2:22])=[O:21])[CH:18]=1. (4) Given the reactants [C:1]([O:6][CH3:7])(=[O:5])/[CH:2]=[CH:3]/[CH3:4].C1(C)C=CC=CC=1P(C1C=CC=CC=1C)C1C=CC=CC=1C.C(N(CC)CC)C.[NH2:37][C:38]1[CH:43]=[CH:42][C:41](Br)=[CH:40][N:39]=1, predict the reaction product. The product is: [CH3:7][O:6][C:1](=[O:5])[CH:2]=[C:3]([C:41]1[CH:40]=[N:39][C:38]([NH2:37])=[CH:43][CH:42]=1)[CH3:4].